From a dataset of Forward reaction prediction with 1.9M reactions from USPTO patents (1976-2016). Predict the product of the given reaction. Given the reactants [CH2:1]([C:4]1[CH:9]=[CH:8][CH:7]=[C:6]([CH2:10][CH:11]=[CH2:12])[C:5]=1[OH:13])[CH:2]=[CH2:3].Cl[C:15]([O:17][CH3:18])=[O:16], predict the reaction product. The product is: [C:15](=[O:16])([O:17][CH3:18])[O:13][C:5]1[C:4]([CH2:1][CH:2]=[CH2:3])=[CH:9][CH:8]=[CH:7][C:6]=1[CH2:10][CH:11]=[CH2:12].